This data is from Full USPTO retrosynthesis dataset with 1.9M reactions from patents (1976-2016). The task is: Predict the reactants needed to synthesize the given product. Given the product [CH2:9]1[C:10]2[C:18]3[CH:17]=[C:16]([C:19]([O:21][CH2:35][C:36]4[CH:41]=[CH:40][CH:39]=[CH:38][CH:37]=4)=[O:20])[CH:15]=[CH:14][C:13]=3[NH:12][C:11]=2[CH2:22][CH2:23][N:8]1[C:6]([O:5][C:1]([CH3:4])([CH3:2])[CH3:3])=[O:7], predict the reactants needed to synthesize it. The reactants are: [C:1]([O:5][C:6]([N:8]1[CH2:23][CH2:22][C:11]2[NH:12][C:13]3[CH:14]=[CH:15][C:16]([C:19]([OH:21])=[O:20])=[CH:17][C:18]=3[C:10]=2[CH2:9]1)=[O:7])([CH3:4])([CH3:3])[CH3:2].C1CCN2C(=NCCC2)CC1.[CH2:35](Br)[C:36]1[CH:41]=[CH:40][CH:39]=[CH:38][CH:37]=1.